From a dataset of Buchwald-Hartwig C-N cross coupling reaction yields with 55,370 reactions. Predict the reaction yield, written as a fraction of the theoretical maximum amount of product (1.0 means a 100% yield; for example, 0.34 means a 34% yield). The reactants are Ic1ccccn1.Cc1ccc(N)cc1.O=S(=O)(O[Pd]1c2ccccc2-c2ccccc2N~1)C(F)(F)F.COc1ccc(OC)c(P([C@]23C[C@H]4C[C@H](C[C@H](C4)C2)C3)[C@]23C[C@H]4C[C@H](C[C@H](C4)C2)C3)c1-c1c(C(C)C)cc(C(C)C)cc1C(C)C.CCN=P(N=P(N(C)C)(N(C)C)N(C)C)(N(C)C)N(C)C.Cc1ccno1. No catalyst specified. The product is Cc1ccc(Nc2ccccn2)cc1. The yield is 0.271.